This data is from hERG potassium channel inhibition data for cardiac toxicity prediction from Karim et al.. The task is: Regression/Classification. Given a drug SMILES string, predict its toxicity properties. Task type varies by dataset: regression for continuous values (e.g., LD50, hERG inhibition percentage) or binary classification for toxic/non-toxic outcomes (e.g., AMES mutagenicity, cardiotoxicity, hepatotoxicity). Dataset: herg_karim. The compound is O=C(CN1CCC(S(=O)(=O)c2ccccc2)CC1)c1ccc(F)cc1F. The result is 1 (blocker).